Dataset: Reaction yield outcomes from USPTO patents with 853,638 reactions. Task: Predict the reaction yield, written as a fraction of the theoretical maximum amount of product (1.0 means a 100% yield; for example, 0.34 means a 34% yield). (1) The product is [F:13][C:14]1[CH:28]=[C:27]([F:29])[CH:26]=[CH:25][C:15]=1[CH2:16][N:17]([CH2:18][CH2:19][CH2:20][CH2:21][CH2:22][CH2:23][CH3:24])[C:10](=[O:12])[CH2:9][CH2:8][C:5]1[CH:4]=[CH:3][C:2]([OH:1])=[CH:7][CH:6]=1. The catalyst is CN(C=O)C.C(OCC)(=O)C. The reactants are [OH:1][C:2]1[CH:7]=[CH:6][C:5]([CH2:8][CH2:9][C:10]([OH:12])=O)=[CH:4][CH:3]=1.[F:13][C:14]1[CH:28]=[C:27]([F:29])[CH:26]=[CH:25][C:15]=1[CH2:16][NH:17][CH2:18][CH2:19][CH2:20][CH2:21][CH2:22][CH2:23][CH3:24].CN(C(ON1N=NC2C=CC=CC1=2)=[N+](C)C)C.[B-](F)(F)(F)F.CCN(C(C)C)C(C)C.C(=O)([O-])O.[Na+]. The yield is 0.880. (2) The reactants are [CH3:1][O:2][C:3]1[CH:8]=[C:7]([CH3:9])[C:6]([S:10]([N:13]2[C:21]3[C:16](=[CH:17][CH:18]=[CH:19][CH:20]=3)[CH2:15][C@H:14]2[CH2:22][O:23][CH2:24][C:25]([OH:27])=O)(=[O:12])=[O:11])=[C:5]([CH3:28])[CH:4]=1.C(N(C(C)C)CC)(C)C.C1C=CC2N(O)N=NC=2C=1.CCN=C=NCCCN(C)C.Cl.Cl.[CH:61]1([N:64]2[CH2:69][CH2:68][N:67]([C:70]3([CH2:76][NH:77][C:78](=[O:85])[C:79]4[CH:84]=[CH:83][N:82]=[CH:81][CH:80]=4)[CH2:75][CH2:74][NH:73][CH2:72][CH2:71]3)[CH2:66][CH2:65]2)[CH2:63][CH2:62]1. The catalyst is ClCCl.CN(C=O)C. The product is [CH:61]1([N:64]2[CH2:69][CH2:68][N:67]([C:70]3([CH2:76][NH:77][C:78](=[O:85])[C:79]4[CH:80]=[CH:81][N:82]=[CH:83][CH:84]=4)[CH2:75][CH2:74][N:73]([C:25](=[O:27])[CH2:24][O:23][CH2:22][C@@H:14]4[CH2:15][C:16]5[C:21](=[CH:20][CH:19]=[CH:18][CH:17]=5)[N:13]4[S:10]([C:6]4[C:5]([CH3:28])=[CH:4][C:3]([O:2][CH3:1])=[CH:8][C:7]=4[CH3:9])(=[O:11])=[O:12])[CH2:72][CH2:71]3)[CH2:66][CH2:65]2)[CH2:62][CH2:63]1. The yield is 0.580. (3) The reactants are Cl.Cl.[NH2:3][CH2:4][CH2:5][N:6]1[C:14]2[C:13]([O:15][C:16]3[CH:21]=[CH:20][C:19]([NH:22][C:23]([NH:25][C:26]4[CH:31]=[CH:30][CH:29]=[C:28]([C:32]([F:35])([F:34])[F:33])[CH:27]=4)=[O:24])=[C:18]([Cl:36])[CH:17]=3)=[N:12][CH:11]=[N:10][C:9]=2[CH:8]=[CH:7]1.[OH:37][C:38]([CH3:44])([CH3:43])[CH2:39][C:40](O)=[O:41].C(N(CC)CC)C.Cl.C(N=C=NCCCN(C)C)C.ON1C2C=CC=CC=2N=N1. The catalyst is CN(C)C=O.O. The product is [Cl:36][C:18]1[CH:17]=[C:16]([CH:21]=[CH:20][C:19]=1[NH:22][C:23]([NH:25][C:26]1[CH:31]=[CH:30][CH:29]=[C:28]([C:32]([F:34])([F:35])[F:33])[CH:27]=1)=[O:24])[O:15][C:13]1[C:14]2[N:6]([CH2:5][CH2:4][NH:3][C:40](=[O:41])[CH2:39][C:38]([OH:37])([CH3:44])[CH3:43])[CH:7]=[CH:8][C:9]=2[N:10]=[CH:11][N:12]=1. The yield is 0.550. (4) The reactants are C(OC([NH:8][C:9]1[CH:14]=[CH:13][C:12]([CH2:15][NH:16][C:17]2[C:22]([Cl:23])=[CH:21][N:20]=[C:19]([Cl:24])[N:18]=2)=[CH:11][C:10]=1[CH2:25][CH2:26][C:27]1[CH:28]=[C:29]([NH:33]C(=O)OC(C)(C)C)[CH:30]=[N:31][CH:32]=1)=O)(C)(C)C.CO.[ClH:43]. The catalyst is O1CCOCC1. The product is [ClH:23].[ClH:43].[ClH:23].[NH2:8][C:9]1[CH:14]=[CH:13][C:12]([CH2:15][NH:16][C:17]2[C:22]([Cl:23])=[CH:21][N:20]=[C:19]([Cl:24])[N:18]=2)=[CH:11][C:10]=1[CH2:25][CH2:26][C:27]1[CH:32]=[N:31][CH:30]=[C:29]([NH2:33])[CH:28]=1. The yield is 0.980.